This data is from Forward reaction prediction with 1.9M reactions from USPTO patents (1976-2016). The task is: Predict the product of the given reaction. (1) Given the reactants [Br:1][C:2]1[CH:7]=[C:6]([Cl:8])[CH:5]=[CH:4][C:3]=1[OH:9].C(=O)([O-])[O-].[Cs+].[Cs+].FC(F)(F)S(O[CH2:22][C:23]([F:26])([F:25])[F:24])(=O)=O.O, predict the reaction product. The product is: [Br:1][C:2]1[CH:7]=[C:6]([Cl:8])[CH:5]=[CH:4][C:3]=1[O:9][CH2:22][C:23]([F:26])([F:25])[F:24]. (2) Given the reactants [CH2:1]([O:3][C:4](=[O:26])[CH2:5][N:6]1[C:14]2[CH2:13][CH2:12][CH2:11][CH:10]([NH:15][S:16]([C:19]3[CH:24]=[CH:23][C:22](Br)=[CH:21][CH:20]=3)(=[O:18])=[O:17])[C:9]=2[CH:8]=[N:7]1)[CH3:2].[CH3:27][O:28][C:29]1[CH:34]=[CH:33][C:32](B(O)O)=[CH:31][CH:30]=1.C(=O)([O-])[O-].[Na+].[Na+], predict the reaction product. The product is: [CH2:1]([O:3][C:4](=[O:26])[CH2:5][N:6]1[C:14]2[CH2:13][CH2:12][CH2:11][CH:10]([NH:15][S:16]([C:19]3[CH:24]=[CH:23][C:22]([C:32]4[CH:33]=[CH:34][C:29]([O:28][CH3:27])=[CH:30][CH:31]=4)=[CH:21][CH:20]=3)(=[O:18])=[O:17])[C:9]=2[CH:8]=[N:7]1)[CH3:2].